Dataset: Human intestinal absorption (HIA) binary classification data from Hou et al.. Task: Regression/Classification. Given a drug SMILES string, predict its absorption, distribution, metabolism, or excretion properties. Task type varies by dataset: regression for continuous measurements (e.g., permeability, clearance, half-life) or binary classification for categorical outcomes (e.g., BBB penetration, CYP inhibition). Dataset: hia_hou. The compound is CC[C@@H](C)[C@H]1[C@H](C)[C@H]2C[C@]3(C[C@@H]4C[C@H](C/C=C(/C)[C@@H](O[C@@H]5C[C@@H](OC)[C@@H](O[C@H]6C[C@@H](OC)[C@@H](O)[C@H](C)O6)[C@H](C)O5)[C@@H](C)C=CC=C5CO[C@@H]6[C@@H](O)C(C)=C[C@H](C(=O)O4)[C@]56O)O3)O[C@@H]12. The result is 1 (good absorption).